Dataset: Full USPTO retrosynthesis dataset with 1.9M reactions from patents (1976-2016). Task: Predict the reactants needed to synthesize the given product. (1) Given the product [CH3:36][N:35]([CH3:37])[CH2:34][CH2:33][N:20]1[C:19](=[O:24])/[C:18](=[CH:17]/[C:13]2[CH:12]=[C:11]3[C:16](=[CH:15][CH:14]=2)[N:8]([CH2:7][C:6]2[CH:25]=[CH:26][C:3]([O:2][CH3:1])=[CH:4][C:5]=2[C:27]([F:30])([F:29])[F:28])[N:9]=[CH:10]3)/[S:22][C:21]1=[O:23], predict the reactants needed to synthesize it. The reactants are: [CH3:1][O:2][C:3]1[CH:26]=[CH:25][C:6]([CH2:7][N:8]2[C:16]3[C:11](=[CH:12][C:13](/[CH:17]=[C:18]4/[C:19](=[O:24])[NH:20][C:21](=[O:23])[S:22]/4)=[CH:14][CH:15]=3)[CH:10]=[N:9]2)=[C:5]([C:27]([F:30])([F:29])[F:28])[CH:4]=1.Cl.Cl[CH2:33][CH2:34][N:35]([CH3:37])[CH3:36]. (2) Given the product [NH2:14][C:6]1[CH:7]=[C:8]([S:10]([CH3:13])(=[O:12])=[O:11])[CH:9]=[C:4]([Br:3])[C:5]=1[OH:25], predict the reactants needed to synthesize it. The reactants are: NN.[Br:3][C:4]1[C:5]([OH:25])=[C:6]([N:14]2C(=O)C3C(=CC=CC=3)C2=O)[CH:7]=[C:8]([S:10]([CH3:13])(=[O:12])=[O:11])[CH:9]=1. (3) The reactants are: CC1(C)C=C(C)C2C(=CC=C(O[S:14](C(F)(F)F)(=O)=O)C=2)N1.COC1[CH:25]=[C:26]([C:30]2[CH:31]=[C:32]3[C:37](=[CH:38][CH:39]=2)[NH:36][C:35]([CH3:41])([CH3:40])[CH:34]=[C:33]3[CH2:42][S:43][CH2:44][CH2:45][C:46]2C=CC=CC=2)[CH:27]=[CH:28]C=1.COC1C=C(B(O)O)C=CC=1.C1(CCS)C=CC=CC=1. Given the product [CH2:44]([S:43][CH2:42][C:33]1[C:32]2[C:37](=[CH:38][CH:39]=[C:30]([C:26]3[CH:27]=[CH:28][S:14][CH:25]=3)[CH:31]=2)[NH:36][C:35]([CH3:40])([CH3:41])[CH:34]=1)[CH:45]=[CH2:46], predict the reactants needed to synthesize it. (4) The reactants are: [NH2:1][C:2]1[C:3]([NH:13][CH2:14][CH2:15][CH2:16][OH:17])=[C:4]([CH:9]=[CH:10][C:11]=1[Cl:12])[C:5]([O:7][CH3:8])=[O:6].[N:18]([C:21]1[C:22]([O:30][CH3:31])=[N:23][C:24]([CH3:29])=[N:25][C:26]=1[O:27][CH3:28])=[C:19]=[S:20]. Given the product [Cl:12][C:11]1[CH:10]=[CH:9][C:4]([C:5]([O:7][CH3:8])=[O:6])=[C:3]([NH:13][CH2:14][CH2:15][CH2:16][OH:17])[C:2]=1[NH:1][C:19](=[S:20])[NH:18][C:21]1[C:26]([O:27][CH3:28])=[N:25][C:24]([CH3:29])=[N:23][C:22]=1[O:30][CH3:31], predict the reactants needed to synthesize it. (5) Given the product [Br:1][C:2]1[CH:7]=[CH:6][C:5]([CH:8]([CH3:10])[CH3:9])=[CH:4][C:3]=1[CH2:13][Cl:14], predict the reactants needed to synthesize it. The reactants are: [Br:1][C:2]1[CH:7]=[CH:6][C:5]([CH:8]([CH3:10])[CH3:9])=[CH:4][CH:3]=1.CO[CH2:13][Cl:14].[Cl-].[Al+3].[Cl-].[Cl-].Cl. (6) Given the product [C:30]([N:14]([CH2:15][C:16]1[CH:21]=[C:20]([C:22]([F:25])([F:24])[F:23])[CH:19]=[C:18]([C:26]([F:29])([F:28])[F:27])[CH:17]=1)[CH:10]1[CH2:11][CH2:12][CH2:13][N:7]([C:5]([O:4][CH:1]([CH3:3])[CH3:2])=[O:6])[C:8]2[CH:36]=[C:35]([CH3:38])[CH:34]=[CH:33][C:9]1=2)(=[O:32])[CH3:31], predict the reactants needed to synthesize it. The reactants are: [CH:1]([O:4][C:5]([N:7]1[CH2:13][CH2:12][CH2:11][CH:10]([N:14]([C:30](=[O:32])[CH3:31])[CH2:15][C:16]2[CH:21]=[C:20]([C:22]([F:25])([F:24])[F:23])[CH:19]=[C:18]([C:26]([F:29])([F:28])[F:27])[CH:17]=2)[C:9]2[CH:33]=[CH:34][C:35](Br)=[CH:36][C:8]1=2)=[O:6])([CH3:3])[CH3:2].[CH3:38]B1OB(C)OB(C)O1.C(=O)([O-])[O-].[K+].[K+]. (7) The reactants are: [IH:1].[NH:2]1[CH2:6][CH2:5][N:4]=[C:3]1[NH:7][C:8]([CH3:12])([CH3:11])[CH2:9]O.S(Cl)([Cl:15])=O. Given the product [IH:1].[Cl:15][CH2:9][C:8]([NH:7][C:3]1[NH:2][CH2:6][CH2:5][N:4]=1)([CH3:12])[CH3:11], predict the reactants needed to synthesize it. (8) Given the product [OH:4][CH:3]([C:5]1[CH:10]=[CH:9][C:8]([C:11]2[N:15]=[C:14]([C:16]3[C:20]([CH2:21][CH2:22][CH3:23])=[C:19]([C:24]4[CH:29]=[CH:28][CH:27]=[CH:26][CH:25]=4)[O:18][N:17]=3)[O:13][N:12]=2)=[CH:7][CH:6]=1)[CH2:2][N:30]1[CH2:34][CH2:33][CH:32]([C:35]([OH:37])=[O:36])[CH2:31]1, predict the reactants needed to synthesize it. The reactants are: Br[CH2:2][CH:3]([C:5]1[CH:10]=[CH:9][C:8]([C:11]2[N:15]=[C:14]([C:16]3[C:20]([CH2:21][CH2:22][CH3:23])=[C:19]([C:24]4[CH:29]=[CH:28][CH:27]=[CH:26][CH:25]=4)[O:18][N:17]=3)[O:13][N:12]=2)=[CH:7][CH:6]=1)[OH:4].[NH:30]1[CH2:34][CH2:33][CH:32]([C:35]([OH:37])=[O:36])[CH2:31]1.C1CCN2C(=NCCC2)CC1. (9) Given the product [N:1]([CH:4]([O:16][CH2:17][CH2:18][O:19][CH2:26][C:25]([O:24][CH2:22][CH3:23])=[O:28])[CH2:5][O:6][C:7]1[CH:8]=[C:9]([CH:13]=[CH:14][CH:15]=1)[C:10]([OH:12])=[O:11])=[N+:2]=[N-:3], predict the reactants needed to synthesize it. The reactants are: [N:1]([CH:4]([O:16][CH2:17][CH2:18][OH:19])[CH2:5][O:6][C:7]1[CH:8]=[C:9]([CH:13]=[CH:14][CH:15]=1)[C:10]([OH:12])=[O:11])=[N+:2]=[N-:3].[H-].[Na+].[CH2:22]([O:24][C:25](=[O:28])[CH2:26]Br)[CH3:23].